This data is from Forward reaction prediction with 1.9M reactions from USPTO patents (1976-2016). The task is: Predict the product of the given reaction. (1) Given the reactants O=P(Cl)(Cl)Cl.[CH3:6][O:7][C:8]1[CH:9]=[CH:10][C:11]2[CH2:17][CH:16]([CH2:18][C:19]([O:21][CH2:22][CH3:23])=[O:20])[C:15]3[CH:24]=[CH:25][CH:26]=[CH:27][C:14]=3[CH2:13][C:12]=2[CH:28]=1.CN([CH:32]=[O:33])C, predict the reaction product. The product is: [CH:32]([C:9]1[C:8]([O:7][CH3:6])=[CH:28][C:12]2[CH2:13][C:14]3[CH:27]=[CH:26][CH:25]=[CH:24][C:15]=3[CH:16]([CH2:18][C:19]([O:21][CH2:22][CH3:23])=[O:20])[CH2:17][C:11]=2[CH:10]=1)=[O:33]. (2) Given the reactants [NH2:1][C:2]1[CH:7]=[C:6]([C:8]#[N:9])[CH:5]=[C:4]([C:10]([F:13])([F:12])[F:11])[C:3]=1[N:14]([CH2:20][C:21]1[CH:26]=[CH:25][CH:24]=[CH:23][C:22]=1[Cl:27])[C:15](=O)[O:16]CC.[H-].[Na+].Cl, predict the reaction product. The product is: [Cl:27][C:22]1[CH:23]=[CH:24][CH:25]=[CH:26][C:21]=1[CH2:20][N:14]1[C:3]2[C:4]([C:10]([F:12])([F:11])[F:13])=[CH:5][C:6]([C:8]#[N:9])=[CH:7][C:2]=2[NH:1][C:15]1=[O:16]. (3) Given the reactants [Cl:1][C:2]1[CH:7]=[CH:6][C:5]([NH:8][C:9]([C@@]23C(C)(C)[C@@](C)(CC2)C(=O)O3)=[O:10])=[C:4]([C@@:22]([OH:32])([C:27]#[C:28][CH:29]2[CH2:31][CH2:30]2)[C:23]([F:26])([F:25])[F:24])[CH:3]=1.[OH-].[Na+].ClC(OC1C=CC([N+]([O-])=O)=CC=1)=O, predict the reaction product. The product is: [Cl:1][C:2]1[CH:7]=[CH:6][C:5]2[NH:8][C:9](=[O:10])[O:32][C@:22]([C:27]#[C:28][CH:29]3[CH2:31][CH2:30]3)([C:23]([F:24])([F:25])[F:26])[C:4]=2[CH:3]=1. (4) Given the reactants C[Al](C)C.[NH2:5][CH:6]1[CH2:11][CH2:10][O:9][CH2:8][CH2:7]1.C[O:13][C:14](=O)[C:15]1[CH:20]=[CH:19][C:18]([O:21][CH2:22][C:23]2[C:24]([C:30]3[CH:35]=[CH:34][C:33]([F:36])=[C:32]([F:37])[CH:31]=3)=[N:25][O:26][C:27]=2[CH2:28][OH:29])=[N:17][CH:16]=1, predict the reaction product. The product is: [F:37][C:32]1[CH:31]=[C:30]([C:24]2[C:23]([CH2:22][O:21][C:18]3[CH:19]=[CH:20][C:15]([C:14]([NH:5][CH:6]4[CH2:11][CH2:10][O:9][CH2:8][CH2:7]4)=[O:13])=[CH:16][N:17]=3)=[C:27]([CH2:28][OH:29])[O:26][N:25]=2)[CH:35]=[CH:34][C:33]=1[F:36]. (5) Given the reactants [CH3:1][C:2]1[C:3]([N+:12]([O-:14])=[O:13])=[C:4]([CH:9]=[CH:10][CH:11]=1)[C:5](OC)=O.[CH2:15]([NH2:18])[CH2:16][NH2:17], predict the reaction product. The product is: [CH3:1][C:2]1[C:3]([N+:12]([O-:14])=[O:13])=[C:4]([C:5]2[NH:17][CH2:16][CH2:15][N:18]=2)[CH:9]=[CH:10][CH:11]=1. (6) The product is: [Cl:24][C:22]1[CH:21]=[CH:20][C:19]([O:25][CH2:26][CH:27]([CH3:29])[CH3:28])=[C:18]([CH2:17][N:13]2[C:14]([CH3:16])=[CH:15][C:11]([NH:10][C:8]([C:5]3[CH:6]=[N:7][C:2]([N:30]4[CH2:35][CH2:34][O:33][CH2:32][CH2:31]4)=[CH:3][CH:4]=3)=[O:9])=[N:12]2)[CH:23]=1. Given the reactants Cl[C:2]1[N:7]=[CH:6][C:5]([C:8]([NH:10][C:11]2[CH:15]=[C:14]([CH3:16])[N:13]([CH2:17][C:18]3[CH:23]=[C:22]([Cl:24])[CH:21]=[CH:20][C:19]=3[O:25][CH2:26][CH:27]([CH3:29])[CH3:28])[N:12]=2)=[O:9])=[CH:4][CH:3]=1.[NH:30]1[CH2:35][CH2:34][O:33][CH2:32][CH2:31]1, predict the reaction product. (7) Given the reactants CN(C)[CH:3]=[O:4].P(Cl)(Cl)(Cl)=O.[CH2:11]([N:16]1[C:28]2[CH:27]=[CH:26][CH:25]=[CH:24][C:23]=2[C:22]2[C:17]1=[CH:18][CH:19]=[CH:20][CH:21]=2)[CH2:12][CH2:13][CH2:14][CH3:15], predict the reaction product. The product is: [CH2:11]([N:16]1[C:17]2[CH:18]=[CH:19][C:20]([CH:3]=[O:4])=[CH:21][C:22]=2[C:23]2[C:28]1=[CH:27][CH:26]=[CH:25][CH:24]=2)[CH2:12][CH2:13][CH2:14][CH3:15]. (8) Given the reactants [CH2:1]([O:8][C:9]1[CH:14]=[CH:13][C:12]([S:15]([NH:18][CH:19]([C:25]([C:38]2[CH:43]=[CH:42][CH:41]=[CH:40][CH:39]=2)([C:32]2[CH:37]=[CH:36][CH:35]=[CH:34][CH:33]=2)[O:26][SiH2:27][C:28]([CH3:31])([CH3:30])[CH3:29])[C:20]([OH:24])([CH3:23])[CH:21]=[CH2:22])(=[O:17])=[O:16])=[CH:11][CH:10]=1)[C:2]1[CH:7]=[CH:6][CH:5]=[CH:4][CH:3]=1.C(=O)([O-])[O-].[Cs+].[Cs+].[CH2:50](Br)[CH:51]=[CH2:52], predict the reaction product. The product is: [CH2:52]([N:18]([CH:19]([C:25]([C:32]1[CH:37]=[CH:36][CH:35]=[CH:34][CH:33]=1)([C:38]1[CH:39]=[CH:40][CH:41]=[CH:42][CH:43]=1)[O:26][SiH2:27][C:28]([CH3:31])([CH3:30])[CH3:29])[C:20]([OH:24])([CH3:23])[CH:21]=[CH2:22])[S:15]([C:12]1[CH:11]=[CH:10][C:9]([O:8][CH2:1][C:2]2[CH:3]=[CH:4][CH:5]=[CH:6][CH:7]=2)=[CH:14][CH:13]=1)(=[O:17])=[O:16])[CH:51]=[CH2:50]. (9) Given the reactants [CH3:1][O:2][C:3](=[O:31])[C:4]1[CH:9]=[CH:8][C:7]([O:10][CH2:11][C:12]2[C:13]([CH2:27][CH2:28][CH2:29][CH3:30])=[N:14][O:15][C:16]=2[CH:17]([OH:26])C(O)C2C=CC=CC=2)=[N:6][CH:5]=1.C([O-])(=O)C.C([O-])(=O)C.C([O-])(=O)C.C([O-])(=O)C.[Pb+4].[BH4-].[Na+], predict the reaction product. The product is: [CH3:1][O:2][C:3](=[O:31])[C:4]1[CH:9]=[CH:8][C:7]([O:10][CH2:11][C:12]2[C:13]([CH2:27][CH2:28][CH2:29][CH3:30])=[N:14][O:15][C:16]=2[CH2:17][OH:26])=[N:6][CH:5]=1. (10) The product is: [CH3:1][O:2][C:3]1[CH:8]=[CH:7][CH:6]=[C:5]([O:9][CH3:10])[C:4]=1[CH:11]1[N:16]([CH2:19][C:20]2[CH:25]=[CH:24][CH:23]=[CH:22][C:21]=2[O:26][C:27]2[CH:32]=[CH:31][CH:30]=[CH:29][CH:28]=2)[C:15](=[O:17])[CH2:14][CH2:13][CH2:12]1. Given the reactants [CH3:1][O:2][C:3]1[CH:8]=[CH:7][CH:6]=[C:5]([O:9][CH3:10])[C:4]=1[CH:11]1[NH:16][C:15](=[O:17])[CH2:14][CH2:13][CH2:12]1.Br[CH2:19][C:20]1[CH:25]=[CH:24][CH:23]=[CH:22][C:21]=1[O:26][C:27]1[CH:32]=[CH:31][CH:30]=[CH:29][CH:28]=1, predict the reaction product.